Dataset: Full USPTO retrosynthesis dataset with 1.9M reactions from patents (1976-2016). Task: Predict the reactants needed to synthesize the given product. (1) Given the product [Cl:38][C:39]1[CH:40]=[C:41]([CH:34]([NH:33][C:31]([NH:6][CH2:7][C:8]2[CH:9]=[C:10]3[C:14](=[CH:15][CH:16]=2)[C:13](=[O:17])[N:12]([CH:18]2[CH2:23][CH2:22][C:21](=[O:24])[NH:20][C:19]2=[O:25])[CH2:11]3)=[O:32])[CH3:35])[CH:42]=[CH:43][C:44]=1[Cl:45], predict the reactants needed to synthesize it. The reactants are: CS(O)(=O)=O.[NH2:6][CH2:7][C:8]1[CH:9]=[C:10]2[C:14](=[CH:15][CH:16]=1)[C:13](=[O:17])[N:12]([CH:18]1[CH2:23][CH2:22][C:21](=[O:24])[NH:20][C:19]1=[O:25])[CH2:11]2.C1N=CN([C:31]([N:33]2C=N[CH:35]=[CH:34]2)=[O:32])C=1.[Cl:38][C:39]1[CH:40]=[C:41](C(N)C)[CH:42]=[CH:43][C:44]=1[Cl:45].O. (2) The reactants are: [CH3:1][C:2]([C:17]1[CH:22]=[CH:21][CH:20]=[CH:19][CH:18]=1)([CH3:16])[C:3]([CH:5]([C:11]([O:13]CC)=O)[C:6]([O:8][CH2:9][CH3:10])=[O:7])=[O:4].C1(C(CCC)(CCC)C(C(C(OCC)=O)C(OCC)=O)=O)C=CC=CC=1. Given the product [OH:13][C:11]1[C:18]2[C:17](=[CH:22][CH:21]=[CH:20][CH:19]=2)[C:2]([CH3:16])([CH3:1])[C:3](=[O:4])[C:5]=1[C:6]([O:8][CH2:9][CH3:10])=[O:7], predict the reactants needed to synthesize it. (3) Given the product [CH2:1]([O:3][C:4](=[O:22])[CH2:5][N:6]([CH2:7][CH2:8][NH:9][S:10]([C:13]1[S:14][C:15]2[CH:21]=[CH:20][CH:19]=[CH:18][C:16]=2[N:17]=1)(=[O:12])=[O:11])[C:40](=[O:41])[CH2:39][N:36]1[CH:37]=[CH:38][C:33]([NH:32][C:30]([O:29][CH2:28][C:27]2[CH:44]=[CH:45][C:46]([O:47][CH3:48])=[C:25]([O:24][CH3:23])[CH:26]=2)=[O:31])=[N:34][C:35]1=[O:43])[CH3:2], predict the reactants needed to synthesize it. The reactants are: [CH2:1]([O:3][C:4](=[O:22])[CH2:5][NH:6][CH2:7][CH2:8][NH:9][S:10]([C:13]1[S:14][C:15]2[CH:21]=[CH:20][CH:19]=[CH:18][C:16]=2[N:17]=1)(=[O:12])=[O:11])[CH3:2].[CH3:23][O:24][C:25]1[CH:26]=[C:27]([CH:44]=[CH:45][C:46]=1[O:47][CH3:48])[CH2:28][O:29][C:30]([NH:32][C:33]1[CH:38]=[CH:37][N:36]([CH2:39][C:40](O)=[O:41])[C:35](=[O:43])[N:34]=1)=[O:31]. (4) Given the product [C:12]1([CH:10]([C:3]2[C:4]3[C:5](=[CH:6][N:7]=[CH:8][CH:9]=3)[NH:1][CH:2]=2)[OH:11])[CH:17]=[CH:16][CH:15]=[CH:14][CH:13]=1, predict the reactants needed to synthesize it. The reactants are: [NH:1]1[C:5]2=[CH:6][N:7]=[CH:8][CH:9]=[C:4]2[C:3]([CH:10]=[O:11])=[CH:2]1.[C:12]1([Mg]Cl)[CH:17]=[CH:16][CH:15]=[CH:14][CH:13]=1. (5) Given the product [CH2:8]([S:10]([N:4]1[CH:5]=[CH:6][CH:7]=[C:2]([NH2:1])[CH2:3]1)(=[O:12])=[O:11])[CH3:9], predict the reactants needed to synthesize it. The reactants are: [NH2:1][C:2]1[CH:3]=[N:4][CH:5]=[CH:6][CH:7]=1.[CH2:8]([S:10](Cl)(=[O:12])=[O:11])[CH3:9]. (6) Given the product [N:1]1[CH:9]=[C:8]2[C:4]([N:5]([CH2:10][C:11]3[CH:22]=[CH:21][C:14]4[N:15]=[C:16]([NH:23][C@@H:24]5[CH2:29][CH2:28][CH2:27][CH2:26][C@H:25]5[OH:30])[O:17][C:13]=4[CH:12]=3)[CH:6]=[N:7]2)=[N:3][CH:2]=1, predict the reactants needed to synthesize it. The reactants are: [N:1]1[CH:9]=[C:8]2[C:4]([N:5]([CH2:10][C:11]3[CH:22]=[CH:21][C:14]4[N:15]=[C:16](S(C)=O)[O:17][C:13]=4[CH:12]=3)[CH:6]=[N:7]2)=[N:3][CH:2]=1.[NH2:23][C@@H:24]1[CH2:29][CH2:28][CH2:27][CH2:26][C@H:25]1[OH:30].CCN(C(C)C)C(C)C.O. (7) Given the product [CH2:1]([N:8]([CH3:25])[C:9]1[CH:10]=[CH:11][C:12]([C:15]2[CH:19]=[C:18]([CH2:20][O:21][C:22](=[O:24])[NH2:23])[O:17][N:16]=2)=[CH:13][CH:14]=1)[C:2]1[CH:7]=[CH:6][CH:5]=[CH:4][CH:3]=1, predict the reactants needed to synthesize it. The reactants are: [CH2:1]([NH:8][C:9]1[CH:14]=[CH:13][C:12]([C:15]2[CH:19]=[C:18]([CH2:20][O:21][C:22](=[O:24])[NH2:23])[O:17][N:16]=2)=[CH:11][CH:10]=1)[C:2]1[CH:7]=[CH:6][CH:5]=[CH:4][CH:3]=1.[CH2:25]=O.